From a dataset of Peptide-MHC class I binding affinity with 185,985 pairs from IEDB/IMGT. Regression. Given a peptide amino acid sequence and an MHC pseudo amino acid sequence, predict their binding affinity value. This is MHC class I binding data. (1) The peptide sequence is GFKLRSAVM. The MHC is HLA-A03:01 with pseudo-sequence HLA-A03:01. The binding affinity (normalized) is 0.0847. (2) The peptide sequence is NVQFVDINR. The MHC is HLA-A33:01 with pseudo-sequence HLA-A33:01. The binding affinity (normalized) is 0.761. (3) The peptide sequence is FSLPSSSSY. The MHC is HLA-A02:03 with pseudo-sequence HLA-A02:03. The binding affinity (normalized) is 0.0847. (4) The MHC is HLA-B40:02 with pseudo-sequence HLA-B40:02. The binding affinity (normalized) is 0. The peptide sequence is VPVWKEATTTL. (5) The peptide sequence is MTFPLHFRS. The MHC is HLA-A02:03 with pseudo-sequence HLA-A02:03. The binding affinity (normalized) is 0.0847. (6) The peptide sequence is SLNSMYTRLR. The MHC is HLA-A68:01 with pseudo-sequence HLA-A68:01. The binding affinity (normalized) is 0.594. (7) The peptide sequence is FLSRPINTI. The MHC is HLA-A02:01 with pseudo-sequence HLA-A02:01. The binding affinity (normalized) is 0.421. (8) The peptide sequence is SVFPFDGTR. The MHC is HLA-A02:01 with pseudo-sequence HLA-A02:01. The binding affinity (normalized) is 0.0847. (9) The peptide sequence is RLMKQDFSV. The MHC is HLA-A02:01 with pseudo-sequence HLA-A02:01. The binding affinity (normalized) is 0.646. (10) The peptide sequence is ILPDKIDGL. The MHC is HLA-A02:02 with pseudo-sequence HLA-A02:02. The binding affinity (normalized) is 0.997.